From a dataset of Reaction yield outcomes from USPTO patents with 853,638 reactions. Predict the reaction yield, written as a fraction of the theoretical maximum amount of product (1.0 means a 100% yield; for example, 0.34 means a 34% yield). (1) The catalyst is C(Cl)Cl. The product is [C:1]([O:5][C:6](=[O:37])[NH:7][C:8]1[N:9]=[CH:10][C:11]([C:14]2[N:15]=[C:16]([N:31]3[CH2:32][CH2:33][O:34][CH2:35][CH2:36]3)[C:17]3[N:23]=[CH:22][C:21]([C:24]4[CH:29]=[CH:28][CH:27]=[C:26]([NH:30][C:40](=[O:41])[CH2:39][Cl:38])[CH:25]=4)=[CH:20][C:18]=3[N:19]=2)=[CH:12][N:13]=1)([CH3:4])([CH3:2])[CH3:3]. The yield is 0.870. The reactants are [C:1]([O:5][C:6](=[O:37])[NH:7][C:8]1[N:13]=[CH:12][C:11]([C:14]2[N:15]=[C:16]([N:31]3[CH2:36][CH2:35][O:34][CH2:33][CH2:32]3)[C:17]3[N:23]=[CH:22][C:21]([C:24]4[CH:29]=[CH:28][CH:27]=[C:26]([NH2:30])[CH:25]=4)=[CH:20][C:18]=3[N:19]=2)=[CH:10][N:9]=1)([CH3:4])([CH3:3])[CH3:2].[Cl:38][CH2:39][C:40](Cl)=[O:41].C(N(CC)CC)C. (2) The reactants are Cl[C:2]1[C:11]2[C:6](=[CH:7][CH:8]=[CH:9][CH:10]=2)[C:5]([C:12]2[CH:17]=[CH:16][C:15]([F:18])=[CH:14][CH:13]=2)=[N:4][N:3]=1.[CH2:19]([C@H:21]1[CH2:26][NH:25][CH2:24][CH2:23][N:22]1[C:27]([O:29][C:30]([CH3:33])([CH3:32])[CH3:31])=[O:28])[CH3:20].C([O-])([O-])=O.[K+].[K+].O. The catalyst is CS(C)=O. The product is [CH2:19]([C@H:21]1[CH2:26][N:25]([C:2]2[C:11]3[C:6](=[CH:7][CH:8]=[CH:9][CH:10]=3)[C:5]([C:12]3[CH:17]=[CH:16][C:15]([F:18])=[CH:14][CH:13]=3)=[N:4][N:3]=2)[CH2:24][CH2:23][N:22]1[C:27]([O:29][C:30]([CH3:31])([CH3:33])[CH3:32])=[O:28])[CH3:20]. The yield is 0.600. (3) The reactants are [CH3:1][C:2]1[CH:7]=[CH:6][C:5]([CH2:8][N:9]([CH:22]2[CH2:27][CH2:26][N:25]([CH2:28][C:29]3[CH:34]=[CH:33][CH:32]=[CH:31][CH:30]=3)[CH2:24][CH2:23]2)[C:10](=O)[CH2:11][CH2:12][C:13]2[CH:18]=[CH:17][C:16]([O:19][CH3:20])=[CH:15][CH:14]=2)=[CH:4][CH:3]=1.COC1C=CC(P2(SP(C3C=CC(OC)=CC=3)(=S)S2)=[S:44])=CC=1. The catalyst is CO. The product is [CH3:1][C:2]1[CH:7]=[CH:6][C:5]([CH2:8][N:9]([CH:22]2[CH2:27][CH2:26][N:25]([CH2:28][C:29]3[CH:34]=[CH:33][CH:32]=[CH:31][CH:30]=3)[CH2:24][CH2:23]2)[C:10](=[S:44])[CH2:11][CH2:12][C:13]2[CH:18]=[CH:17][C:16]([O:19][CH3:20])=[CH:15][CH:14]=2)=[CH:4][CH:3]=1. The yield is 0.970. (4) The reactants are [CH3:1][C@H:2]1[CH2:6][CH2:5][CH2:4][N:3]1[C@H:7]1[CH2:11][CH2:10][N:9]([C:12]2[CH:17]=[CH:16][C:15]([N+:18]([O-])=O)=[CH:14][CH:13]=2)[CH2:8]1. The catalyst is CO.[Pd]. The product is [CH3:1][C@H:2]1[CH2:6][CH2:5][CH2:4][N:3]1[C@H:7]1[CH2:11][CH2:10][N:9]([C:12]2[CH:13]=[CH:14][C:15]([NH2:18])=[CH:16][CH:17]=2)[CH2:8]1. The yield is 0.940. (5) The product is [Cl:1][C:2]1[C:3]([N:8]2[CH2:9][CH2:10][NH:11][CH2:12][CH2:13]2)=[N:4][CH:5]=[CH:6][CH:7]=1. The yield is 1.00. The reactants are [Cl:1][C:2]1[C:3]([N:8]2[CH2:13][CH2:12][N:11](C(OC(C)(C)C)=O)[CH2:10][CH2:9]2)=[N:4][CH:5]=[CH:6][CH:7]=1.C(O)(C(F)(F)F)=O.ClC(Cl)C. The catalyst is ClCCl.